This data is from Reaction yield outcomes from USPTO patents with 853,638 reactions. The task is: Predict the reaction yield, written as a fraction of the theoretical maximum amount of product (1.0 means a 100% yield; for example, 0.34 means a 34% yield). The reactants are [CH3:1][O:2][CH2:3][O:4][C@H:5]1[CH2:22][CH2:21][C@:20]2([CH3:23])[C@H:7]([CH2:8][CH2:9][C@H:10]3[C@H:19]2[CH2:18][CH2:17][C@:15]2([CH3:16])[C@@H:11]3[CH2:12][C:13](=[O:24])[CH2:14]2)[CH2:6]1.[BH4-].[Na+].O. The catalyst is CCO. The product is [CH3:1][O:2][CH2:3][O:4][C@H:5]1[CH2:22][CH2:21][C@:20]2([CH3:23])[C@H:7]([CH2:8][CH2:9][C@H:10]3[C@H:19]2[CH2:18][CH2:17][C@:15]2([CH3:16])[C@@H:11]3[CH2:12][C@@H:13]([OH:24])[CH2:14]2)[CH2:6]1. The yield is 0.850.